From a dataset of Full USPTO retrosynthesis dataset with 1.9M reactions from patents (1976-2016). Predict the reactants needed to synthesize the given product. (1) Given the product [Si:20]([O:19][C@@H:4]1[CH:5]=[C:6]([C:10]2[CH:15]=[CH:14][N:13]=[CH:12][C:11]=2[N+:16]([O-:18])=[O:17])[CH2:7][C@H:8]([CH3:9])[C@:3]21[O:27][CH2:2]2)([C:23]([CH3:26])([CH3:25])[CH3:24])([CH3:22])[CH3:21], predict the reactants needed to synthesize it. The reactants are: Br[CH2:2][C@@:3]1([OH:27])[C@@H:8]([CH3:9])[CH2:7][C:6]([C:10]2[CH:15]=[CH:14][N:13]=[CH:12][C:11]=2[N+:16]([O-:18])=[O:17])=[CH:5][C@H:4]1[O:19][Si:20]([C:23]([CH3:26])([CH3:25])[CH3:24])([CH3:22])[CH3:21].C(=O)([O-])[O-].[K+].[K+]. (2) Given the product [S:1]1[C:5]([C@H:6]([O:25][Si:26]([C:39]([CH3:42])([CH3:41])[CH3:40])([C:33]2[CH:38]=[CH:37][CH:36]=[CH:35][CH:34]=2)[C:27]2[CH:28]=[CH:29][CH:30]=[CH:31][CH:32]=2)/[CH:7]=[CH:8]/[C@H:9]2[C@H:13]([OH:14])[CH2:12][C@H:11]([OH:15])[C@@H:10]2[CH2:16]/[CH:17]=[CH:18]\[CH2:19][CH2:20][CH2:21][C:22]([O:24][CH3:49])=[O:23])=[CH:4][C:3]2[CH:43]=[CH:44][CH:45]=[CH:46][C:2]1=2, predict the reactants needed to synthesize it. The reactants are: [S:1]1[C:5]([C@H:6]([O:25][Si:26]([C:39]([CH3:42])([CH3:41])[CH3:40])([C:33]2[CH:38]=[CH:37][CH:36]=[CH:35][CH:34]=2)[C:27]2[CH:32]=[CH:31][CH:30]=[CH:29][CH:28]=2)/[CH:7]=[CH:8]/[C@H:9]2[C@H:13]([OH:14])[CH2:12][C@H:11]([OH:15])[C@@H:10]2[CH2:16]/[CH:17]=[CH:18]\[CH2:19][CH2:20][CH2:21][C:22]([OH:24])=[O:23])=[CH:4][C:3]2[CH:43]=[CH:44][CH:45]=[CH:46][C:2]1=2.[N+](=[CH2:49])=[N-]. (3) The reactants are: Br[C:2]1[CH:3]=[C:4]([CH:32]=[CH:33][CH:34]=1)[CH2:5][N:6]1[C:10]2[CH:11]=[C:12]([O:15][CH2:16][C:17]3[CH:21]=[CH:20][N:19]([CH3:22])[N:18]=3)[CH:13]=[CH:14][C:9]=2[N:8]=[C:7]1[CH2:23][C:24]([CH2:30][CH3:31])([CH2:28][CH3:29])[C:25]([OH:27])=[O:26].[F:35][C:36]1([F:41])[CH2:40][CH2:39][NH:38][CH2:37]1. Given the product [F:35][C:36]1([F:41])[CH2:40][CH2:39][N:38]([C:2]2[CH:3]=[C:4]([CH:32]=[CH:33][CH:34]=2)[CH2:5][N:6]2[C:10]3[CH:11]=[C:12]([O:15][CH2:16][C:17]4[CH:21]=[CH:20][N:19]([CH3:22])[N:18]=4)[CH:13]=[CH:14][C:9]=3[N:8]=[C:7]2[CH2:23][C:24]([CH2:30][CH3:31])([CH2:28][CH3:29])[C:25]([OH:27])=[O:26])[CH2:37]1, predict the reactants needed to synthesize it. (4) Given the product [C:46]([CH2:49][O:50][CH2:51][C:52]([N:54]([CH3:87])[C:55]1[CH:86]=[CH:85][C:58]2[N+:59]([CH2:78][CH2:79][CH2:80][S:81]([O-:84])(=[O:82])=[O:83])=[C:60]([CH3:62])[S:61][C:57]=2[CH:56]=1)=[O:53])([OH:48])=[O:47], predict the reactants needed to synthesize it. The reactants are: C(COCC(CNC1C=C2C(=CC=1)N(CCCS([O-])(=O)=O)/C(=C\C=C\C=C1/S(=O)(=O)C3C=CC=CC=3C/1=O)/C2(C)C)=O)(O)=O.[Na+].[C:46]([CH2:49][O:50][CH2:51][C:52]([N:54]([CH3:87])[C:55]1[CH:86]=[CH:85][C:58]2[N:59]([CH2:78][CH2:79][CH2:80][S:81]([O-:84])(=[O:83])=[O:82])/[C:60](=[CH:62]/C=C/C=C3\S(=O)(=O)C4C=CC=CC=4C\3=O)/[S:61][C:57]=2[CH:56]=1)=[O:53])([OH:48])=[O:47].[Na+].C([O-])(=O)C.[Na+]. (5) Given the product [CH3:11][O:12][C:13]1[CH:14]=[C:15]([CH2:21][CH2:22][NH:23][C:8](=[O:10])[CH2:7][CH2:6][C:2]2[O:1][CH:5]=[CH:4][CH:3]=2)[CH:16]=[CH:17][C:18]=1[O:19][CH3:20], predict the reactants needed to synthesize it. The reactants are: [O:1]1[CH:5]=[CH:4][CH:3]=[C:2]1[CH2:6][CH2:7][C:8]([OH:10])=O.[CH3:11][O:12][C:13]1[CH:14]=[C:15]([CH2:21][CH2:22][NH2:23])[CH:16]=[CH:17][C:18]=1[O:19][CH3:20]. (6) Given the product [N+:23]([C:13]1[CH:12]=[C:11]([C:26]2[O:30][N:29]=[C:28]([C:31]3[C:32]([C:37]([F:40])([F:39])[F:38])=[N:33][CH:34]=[CH:35][CH:36]=3)[N:27]=2)[CH:10]=[C:9]([OH:8])[C:14]=1[OH:15])([O-:25])=[O:24], predict the reactants needed to synthesize it. The reactants are: C([O:8][C:9]1[CH:10]=[C:11]([C:26]2[O:30][N:29]=[C:28]([C:31]3[C:32]([C:37]([F:40])([F:39])[F:38])=[N:33][CH:34]=[CH:35][CH:36]=3)[N:27]=2)[CH:12]=[C:13]([N+:23]([O-:25])=[O:24])[C:14]=1[O:15]CC1C=CC=CC=1)C1C=CC=CC=1.B(Br)(Br)Br.